Dataset: Full USPTO retrosynthesis dataset with 1.9M reactions from patents (1976-2016). Task: Predict the reactants needed to synthesize the given product. Given the product [CH3:25][O:24][C:19]1[CH:20]=[CH:21][CH:22]=[CH:23][C:18]=1[C:16]1[N:15]=[CH:14][N:13]=[C:12]([NH:11][C:9](=[O:10])[NH:8][C:5]([CH3:6])([CH3:7])[C:4]([OH:26])=[O:3])[CH:17]=1, predict the reactants needed to synthesize it. The reactants are: C([O:3][C:4](=[O:26])[C:5]([NH:8][C:9]([NH:11][C:12]1[CH:17]=[C:16]([C:18]2[CH:23]=[CH:22][CH:21]=[CH:20][C:19]=2[O:24][CH3:25])[N:15]=[CH:14][N:13]=1)=[O:10])([CH3:7])[CH3:6])C.[Li+].[OH-].